From a dataset of Forward reaction prediction with 1.9M reactions from USPTO patents (1976-2016). Predict the product of the given reaction. Given the reactants [F:1][C:2]1[CH:3]=[C:4]([C:8]2[C@:9]3([CH2:25][CH2:24][C@H:23]4[C@@H:14]([CH2:15][CH2:16][C:17]5[CH:18]=[C:19]([C:26]([OH:28])=O)[CH:20]=[CH:21][C:22]=54)[C@@H:11]3[CH2:12][CH:13]=2)[CH3:10])[CH:5]=[N:6][CH:7]=1.[CH3:29][NH:30][C:31](=[O:37])[C@@H:32]1[CH2:36][CH2:35][CH2:34][NH:33]1, predict the reaction product. The product is: [F:1][C:2]1[CH:3]=[C:4]([C:8]2[C@:9]3([CH2:25][CH2:24][C@H:23]4[C@@H:14]([CH2:15][CH2:16][C:17]5[CH:18]=[C:19]([C:26]([N:33]6[CH2:34][CH2:35][CH2:36][C@H:32]6[C:31]([NH:30][CH3:29])=[O:37])=[O:28])[CH:20]=[CH:21][C:22]=54)[C@@H:11]3[CH2:12][CH:13]=2)[CH3:10])[CH:5]=[N:6][CH:7]=1.